From a dataset of NCI-60 drug combinations with 297,098 pairs across 59 cell lines. Regression. Given two drug SMILES strings and cell line genomic features, predict the synergy score measuring deviation from expected non-interaction effect. (1) Drug 1: CCC1(C2=C(COC1=O)C(=O)N3CC4=CC5=C(C=CC(=C5CN(C)C)O)N=C4C3=C2)O.Cl. Drug 2: CC1CCCC2(C(O2)CC(NC(=O)CC(C(C(=O)C(C1O)C)(C)C)O)C(=CC3=CSC(=N3)C)C)C. Cell line: KM12. Synergy scores: CSS=29.1, Synergy_ZIP=-9.41, Synergy_Bliss=-16.8, Synergy_Loewe=-15.9, Synergy_HSA=-13.1. (2) Drug 1: C1CCC(CC1)NC(=O)N(CCCl)N=O. Drug 2: C(CN)CNCCSP(=O)(O)O. Cell line: A549. Synergy scores: CSS=-1.14, Synergy_ZIP=-6.96, Synergy_Bliss=-14.4, Synergy_Loewe=-28.8, Synergy_HSA=-15.5. (3) Drug 1: C1CCC(C1)C(CC#N)N2C=C(C=N2)C3=C4C=CNC4=NC=N3. Drug 2: CC(C)CN1C=NC2=C1C3=CC=CC=C3N=C2N. Cell line: SK-MEL-28. Synergy scores: CSS=-5.74, Synergy_ZIP=2.27, Synergy_Bliss=0.740, Synergy_Loewe=-2.26, Synergy_HSA=-3.80. (4) Drug 1: C1=NC2=C(N1)C(=S)N=CN2. Drug 2: CC1=C(C=C(C=C1)C(=O)NC2=CC(=CC(=C2)C(F)(F)F)N3C=C(N=C3)C)NC4=NC=CC(=N4)C5=CN=CC=C5. Cell line: MDA-MB-231. Synergy scores: CSS=4.99, Synergy_ZIP=-4.76, Synergy_Bliss=-3.34, Synergy_Loewe=-3.76, Synergy_HSA=-2.27. (5) Drug 1: CC12CCC(CC1=CCC3C2CCC4(C3CC=C4C5=CN=CC=C5)C)O. Synergy scores: CSS=-3.51, Synergy_ZIP=0.507, Synergy_Bliss=-2.76, Synergy_Loewe=-12.4, Synergy_HSA=-7.53. Drug 2: CN(C)C1=NC(=NC(=N1)N(C)C)N(C)C. Cell line: MDA-MB-435. (6) Drug 1: CN(CCCl)CCCl.Cl. Drug 2: CC1CCCC2(C(O2)CC(NC(=O)CC(C(C(=O)C(C1O)C)(C)C)O)C(=CC3=CSC(=N3)C)C)C. Cell line: NCI/ADR-RES. Synergy scores: CSS=2.18, Synergy_ZIP=-3.70, Synergy_Bliss=-6.13, Synergy_Loewe=-10.7, Synergy_HSA=-8.01. (7) Drug 1: CC1=C(C=C(C=C1)NC2=NC=CC(=N2)N(C)C3=CC4=NN(C(=C4C=C3)C)C)S(=O)(=O)N.Cl. Drug 2: C1=NC2=C(N1)C(=S)N=CN2. Cell line: SF-268. Synergy scores: CSS=-3.43, Synergy_ZIP=-9.72, Synergy_Bliss=-23.5, Synergy_Loewe=-53.0, Synergy_HSA=-25.9.